From a dataset of Full USPTO retrosynthesis dataset with 1.9M reactions from patents (1976-2016). Predict the reactants needed to synthesize the given product. (1) Given the product [F:1][C:2]1[CH:18]=[C:17]([NH2:19])[CH:16]=[CH:15][C:3]=1[O:4][C:5]1[CH:13]=[CH:12][CH:11]=[C:10]2[C:6]=1[C:7]([CH3:14])=[N:8][NH:9]2, predict the reactants needed to synthesize it. The reactants are: [F:1][C:2]1[CH:18]=[C:17]([N+:19]([O-])=O)[CH:16]=[CH:15][C:3]=1[O:4][C:5]1[CH:13]=[CH:12][CH:11]=[C:10]2[C:6]=1[C:7]([CH3:14])=[N:8][NH:9]2.O.NN. (2) Given the product [C:1]1([N:7]2[CH2:12][CH2:11][N:10]([CH2:14][C:15]3[CH:20]=[CH:19][C:18]([CH2:21][C:22]#[N:23])=[CH:17][CH:16]=3)[CH2:9][CH2:8]2)[CH:6]=[CH:5][CH:4]=[CH:3][CH:2]=1, predict the reactants needed to synthesize it. The reactants are: [C:1]1([N:7]2[CH2:12][CH2:11][NH:10][CH2:9][CH2:8]2)[CH:6]=[CH:5][CH:4]=[CH:3][CH:2]=1.Br[CH2:14][C:15]1[CH:20]=[CH:19][C:18]([CH2:21][C:22]#[N:23])=[CH:17][CH:16]=1. (3) Given the product [CH3:3][O:4][C:5](=[O:25])[C:6]1[CH:11]=[CH:10][C:9]([S:12]([N:15]2[C:23]3[C:18](=[CH:19][CH:20]=[CH:21][CH:22]=3)[C:17]([C:26]3[CH2:30][CH2:29][CH2:28][CH:27]=3)=[CH:16]2)(=[O:14])=[O:13])=[CH:8][CH:7]=1, predict the reactants needed to synthesize it. The reactants are: N#N.[CH3:3][O:4][C:5](=[O:25])[C:6]1[CH:11]=[CH:10][C:9]([S:12]([N:15]2[C:23]3[C:18](=[CH:19][CH:20]=[CH:21][CH:22]=3)[C:17](I)=[CH:16]2)(=[O:14])=[O:13])=[CH:8][CH:7]=1.[CH:26]1[CH2:30][CH2:29][CH2:28][CH:27]=1.C([O-])(=O)C.[K+]. (4) Given the product [F:34][C:35]1([F:40])[CH2:37][CH:36]1[CH2:38][O:39][C:9]1[C:14]([F:15])=[CH:13][C:12]([C:16]2[O:17][C:18]3[CH:23]=[C:22]([O:24][CH2:25][C@@H:26]([NH:28][C:29](=[O:31])[CH3:30])[CH3:27])[N:21]=[CH:20][C:19]=3[N:32]=2)=[CH:11][C:10]=1[F:33], predict the reactants needed to synthesize it. The reactants are: C(O[C:9]1[C:14]([F:15])=[CH:13][C:12]([C:16]2[O:17][C:18]3[CH:23]=[C:22]([O:24][CH2:25][C@@H:26]([NH:28][C:29](=[O:31])[CH3:30])[CH3:27])[N:21]=[CH:20][C:19]=3[N:32]=2)=[CH:11][C:10]=1[F:33])C1C=CC=CC=1.[F:34][C:35]1([F:40])[CH2:37][CH:36]1[CH2:38][OH:39]. (5) Given the product [CH3:17][N:14]1[CH2:15][CH2:16][C:4]2[N:3]([C:1]#[C:2][C:20]3[CH:25]=[CH:24][N:23]=[CH:22][CH:21]=3)[C:11]3[CH:10]=[CH:9][C:8]([CH3:12])=[CH:7][C:6]=3[C:5]=2[CH2:13]1, predict the reactants needed to synthesize it. The reactants are: [C:1]([N:3]1[C:11]2[CH:10]=[CH:9][C:8]([CH3:12])=[CH:7][C:6]=2[C:5]2[CH2:13][N:14]([CH3:17])[CH2:15][CH2:16][C:4]1=2)#[CH:2].Cl.Br[C:20]1[CH:25]=[CH:24][N:23]=[CH:22][CH:21]=1.CCCC[N+](CCCC)(CCCC)CCCC.[F-].C(=O)(O)[O-].